This data is from Full USPTO retrosynthesis dataset with 1.9M reactions from patents (1976-2016). The task is: Predict the reactants needed to synthesize the given product. (1) Given the product [Cl:21][C:22]1[CH:23]=[C:24]([C:2]2[C:3]([F:20])=[CH:4][C:5]([F:19])=[C:6]([C@:8]3([CH3:18])[CH2:13][N:12]4[CH:14]=[CH:15][N:16]=[C:11]4[C:10]([NH2:17])=[N:9]3)[CH:7]=2)[CH:25]=[N:26][CH:27]=1, predict the reactants needed to synthesize it. The reactants are: Br[C:2]1[C:3]([F:20])=[CH:4][C:5]([F:19])=[C:6]([C@:8]2([CH3:18])[CH2:13][N:12]3[CH:14]=[CH:15][N:16]=[C:11]3[C:10]([NH2:17])=[N:9]2)[CH:7]=1.[Cl:21][C:22]1[CH:23]=[C:24](B(O)O)[CH:25]=[N:26][CH:27]=1.C(=O)([O-])[O-].[K+].[K+]. (2) The reactants are: [P:1]([Cl:5])(Cl)([Cl:3])=[O:2].[CH:6]1[C:15]2[C:10](=[CH:11][CH:12]=[CH:13][CH:14]=2)[CH:9]=[CH:8][C:7]=1[OH:16].C(N(CC)CC)C. Given the product [P:1]([Cl:5])([Cl:3])(=[O:2])[O:16][C:7]1[CH:8]=[CH:9][C:10]2[C:15](=[CH:14][CH:13]=[CH:12][CH:11]=2)[CH:6]=1, predict the reactants needed to synthesize it. (3) The reactants are: [C:1]([C:5]1[CH:10]=[CH:9][C:8]([C:11]2[S:12][CH:13]=[C:14]([CH:20]([OH:22])[CH3:21])[C:15]=2[O:16][CH2:17][O:18][CH3:19])=[CH:7][CH:6]=1)([CH3:4])([CH3:3])[CH3:2].[Cr](Cl)([O-])(=O)=O.[NH+]1C=CC=CC=1. Given the product [C:1]([C:5]1[CH:6]=[CH:7][C:8]([C:11]2[S:12][CH:13]=[C:14]([C:20]([CH3:21])=[O:22])[C:15]=2[O:16][CH2:17][O:18][CH3:19])=[CH:9][CH:10]=1)([CH3:4])([CH3:2])[CH3:3], predict the reactants needed to synthesize it. (4) Given the product [CH3:1][C:2]1[N:3]=[CH:4][C:5]2[C:10]([CH:11]=1)=[C:9]([NH2:12])[CH:8]=[CH:7][CH:6]=2, predict the reactants needed to synthesize it. The reactants are: [CH3:1][C:2]1[N:3]=[CH:4][C:5]2[C:10]([CH:11]=1)=[C:9]([N+:12]([O-])=O)[CH:8]=[CH:7][CH:6]=2. (5) The reactants are: C[CH2:2][N:3]=[C:4]=NCCCN(C)C.[ClH:12].C(N(C(C)C)CC)(C)C.Cl.CNC.[C:26]1([C:32]#[C:33][C:34]2[CH:35]=[N:36][CH:37]=[C:38]([CH:42]=2)[C:39](O)=[O:40])[CH:31]=[CH:30][CH:29]=[CH:28][CH:27]=1. Given the product [ClH:12].[CH3:2][N:3]([CH3:4])[C:39](=[O:40])[C:38]1[CH:42]=[C:34]([C:33]#[C:32][C:26]2[CH:31]=[CH:30][CH:29]=[CH:28][CH:27]=2)[CH:35]=[N:36][CH:37]=1, predict the reactants needed to synthesize it.